From a dataset of Reaction yield outcomes from USPTO patents with 853,638 reactions. Predict the reaction yield, written as a fraction of the theoretical maximum amount of product (1.0 means a 100% yield; for example, 0.34 means a 34% yield). (1) The reactants are [Br:1][C:2]1[CH:7]=[CH:6][C:5]([N+:8]([O-:10])=[O:9])=[C:4](F)[CH:3]=1.Cl.[CH3:13][NH2:14]. The catalyst is CS(C)=O. The product is [Br:1][C:2]1[CH:7]=[CH:6][C:5]([N+:8]([O-:10])=[O:9])=[C:4]([CH:3]=1)[NH:14][CH3:13]. The yield is 0.980. (2) The reactants are [CH:1]([O:4][C:5]([C:7]1[CH:8]([C:35]2[CH:40]=[CH:39][CH:38]=[C:37]([N+:41]([O-:43])=[O:42])[CH:36]=2)[C:9]([C:15]([O:17][CH:18]2[CH2:21][N:20]([CH:22]([C:29]3[CH:34]=[CH:33][CH:32]=[CH:31][CH:30]=3)[C:23]3[CH:28]=[CH:27][CH:26]=[CH:25][CH:24]=3)[CH2:19]2)=[O:16])=[C:10]([NH2:14])[NH:11][C:12]=1[CH3:13])=[O:6])([CH3:3])[CH3:2].[CH3:44][S:45]([OH:48])(=[O:47])=[O:46]. The catalyst is C(OCC)(=O)C. The product is [CH3:44][S:45]([OH:48])(=[O:47])=[O:46].[CH3:44][S:45]([OH:48])(=[O:47])=[O:46].[CH3:44][S:45]([OH:48])(=[O:47])=[O:46].[CH:1]([O:4][C:5]([C:7]1[CH:8]([C:35]2[CH:40]=[CH:39][CH:38]=[C:37]([N+:41]([O-:43])=[O:42])[CH:36]=2)[C:9]([C:15]([O:17][CH:18]2[CH2:19][N:20]([CH:22]([C:29]3[CH:34]=[CH:33][CH:32]=[CH:31][CH:30]=3)[C:23]3[CH:28]=[CH:27][CH:26]=[CH:25][CH:24]=3)[CH2:21]2)=[O:16])=[C:10]([NH2:14])[NH:11][C:12]=1[CH3:13])=[O:6])([CH3:3])[CH3:2]. The yield is 0.970. (3) The reactants are [C:1]([O:5][C:6]([N:8]1[CH:13]2[CH2:14][CH2:15][CH:9]1[CH:10]=[C:11]([C:16]1[CH:21]=[C:20]([CH2:22][NH:23][C:24](=[O:29])[C:25]([F:28])([F:27])[F:26])[CH:19]=[CH:18][C:17]=1[F:30])[CH2:12]2)=[O:7])([CH3:4])([CH3:3])[CH3:2]. The catalyst is CO.[Pd]. The product is [C:1]([O:5][C:6]([N:8]1[CH:13]2[CH2:14][CH2:15][CH:9]1[CH2:10][CH:11]([C:16]1[CH:21]=[C:20]([CH2:22][NH:23][C:24](=[O:29])[C:25]([F:26])([F:27])[F:28])[CH:19]=[CH:18][C:17]=1[F:30])[CH2:12]2)=[O:7])([CH3:4])([CH3:2])[CH3:3]. The yield is 0.900. (4) The catalyst is C(Cl)Cl. The yield is 0.930. The reactants are [O:1]=[O+][O-].[Br:4][C:5]1[CH:10]=[CH:9][C:8]([C:11]2([C:22]([O:24][CH3:25])=[O:23])[CH2:13][CH:12]2/[CH:14]=C/C2C=CC=CC=2)=[CH:7][CH:6]=1.C1C=CC(P(C2C=CC=CC=2)C2C=CC=CC=2)=CC=1. The product is [Br:4][C:5]1[CH:10]=[CH:9][C:8]([C:11]2([C:22]([O:24][CH3:25])=[O:23])[CH2:13][CH:12]2[CH:14]=[O:1])=[CH:7][CH:6]=1.